Task: Predict the reactants needed to synthesize the given product.. Dataset: Full USPTO retrosynthesis dataset with 1.9M reactions from patents (1976-2016) Given the product [CH:34]([N:8]([CH2:6][C:5]1[CH:4]=[CH:3][C:2]([O:1][CH2:40][CH2:41][N:43]2[CH2:48][CH2:47][O:46][CH2:45][CH2:44]2)=[CH:38][CH:37]=1)[C:9]1[CH:14]=[C:13]([O:15][CH3:16])[CH:12]=[CH:11][C:10]=1[CH:17]1[CH2:26][CH2:25][C:24]2[CH:23]=[C:22]([OH:27])[CH:21]=[CH:20][C:19]=2[CH2:18]1)([CH3:36])[CH3:35], predict the reactants needed to synthesize it. The reactants are: [OH:1][C:2]1[CH:38]=[CH:37][C:5]([C:6]([N:8]([CH:34]([CH3:36])[CH3:35])[C:9]2[CH:14]=[C:13]([O:15][CH3:16])[CH:12]=[CH:11][C:10]=2[CH:17]2[CH2:26][CH2:25][C:24]3[CH:23]=[C:22]([O:27]C(=O)C(C)(C)C)[CH:21]=[CH:20][C:19]=3[CH2:18]2)=O)=[CH:4][CH:3]=1.Cl[CH2:40][C:41]([N:43]1[CH2:48][CH2:47][O:46][CH2:45][CH2:44]1)=O.